From a dataset of Peptide-MHC class I binding affinity with 185,985 pairs from IEDB/IMGT. Regression. Given a peptide amino acid sequence and an MHC pseudo amino acid sequence, predict their binding affinity value. This is MHC class I binding data. (1) The peptide sequence is FTVRPQVPL. The MHC is HLA-B53:01 with pseudo-sequence HLA-B53:01. The binding affinity (normalized) is 0.00358. (2) The peptide sequence is FIVEHINAM. The MHC is HLA-A01:01 with pseudo-sequence HLA-A01:01. The binding affinity (normalized) is 0.0847. (3) The peptide sequence is ISIIVLFQR. The MHC is H-2-Kb with pseudo-sequence H-2-Kb. The binding affinity (normalized) is 0.240.